The task is: Predict which catalyst facilitates the given reaction.. This data is from Catalyst prediction with 721,799 reactions and 888 catalyst types from USPTO. (1) Reactant: [N+:1]([C:4]1[CH:9]=[CH:8][CH:7]=[CH:6][C:5]=1[C:10]1[N:11]=[C:12]2[CH:17]=[CH:16][CH:15]=[CH:14][N:13]2[CH:18]=1)([O-])=O.S.[Na].CO.O. Product: [N:11]1[C:10]([C:5]2[CH:6]=[CH:7][CH:8]=[CH:9][C:4]=2[NH2:1])=[CH:18][N:13]2[CH:14]=[CH:15][CH:16]=[CH:17][C:12]=12. The catalyst class is: 2. (2) Reactant: [CH3:1][O:2][CH:3]1[CH2:6][N:5]([C:7]([C:9]2[CH:10]=[C:11]3[C:16](=[CH:17][CH:18]=2)[CH:15]=[N+:14]([O-])[CH:13]=[C:12]3[C:20]2[CH:25]=[CH:24][C:23]([C:26]3[CH:27]=[N:28][N:29]([CH3:31])[CH:30]=3)=[CH:22][CH:21]=2)=[O:8])[CH2:4]1.[N:32]1C=CC=CC=1.[Cl-].C(CN)O. Product: [NH2:32][C:15]1[C:16]2[C:11](=[CH:10][C:9]([C:7]([N:5]3[CH2:6][CH:3]([O:2][CH3:1])[CH2:4]3)=[O:8])=[CH:18][CH:17]=2)[C:12]([C:20]2[CH:25]=[CH:24][C:23]([C:26]3[CH:27]=[N:28][N:29]([CH3:31])[CH:30]=3)=[CH:22][CH:21]=2)=[CH:13][N:14]=1. The catalyst class is: 69. (3) Reactant: [CH3:1][CH:2]1[CH2:7][CH:6]([CH:8]([N:15]2[CH:19]=[C:18]([N+:20]([O-])=O)[CH:17]=[N:16]2)[C:9]2[CH:14]=[CH:13][CH:12]=[CH:11][CH:10]=2)[CH2:5][CH2:4][S:3]1(=[O:24])=[O:23].[H][H]. Product: [C:9]1([CH:8]([CH:6]2[CH2:5][CH2:4][S:3](=[O:23])(=[O:24])[CH:2]([CH3:1])[CH2:7]2)[N:15]2[CH:19]=[C:18]([NH2:20])[CH:17]=[N:16]2)[CH:10]=[CH:11][CH:12]=[CH:13][CH:14]=1. The catalyst class is: 78.